Dataset: Reaction yield outcomes from USPTO patents with 853,638 reactions. Task: Predict the reaction yield, written as a fraction of the theoretical maximum amount of product (1.0 means a 100% yield; for example, 0.34 means a 34% yield). (1) The reactants are [CH3:1][O:2][C:3]1[CH:4]=[C:5]([O:12][CH2:13][C@H:14]2[CH2:18][CH2:17][CH2:16][N:15]2[C:19]([C@H:21]2[CH2:26][CH2:25][C@H:24]([C:27]([F:30])([F:29])[F:28])[CH2:23][CH2:22]2)=[O:20])[C:6]([C:9]([O-:11])=[O:10])=[N:7][CH:8]=1.[OH-].[Na+].O.C(OCC)C. The catalyst is O1CCCC1. The product is [CH3:1][O:2][C:3]1[CH:4]=[C:5]([O:12][CH2:13][C@H:14]2[CH2:18][CH2:17][CH2:16][N:15]2[C:19]([C@H:21]2[CH2:26][CH2:25][C@H:24]([C:27]([F:30])([F:28])[F:29])[CH2:23][CH2:22]2)=[O:20])[C:6]([C:9]([OH:11])=[O:10])=[N:7][CH:8]=1. The yield is 0.950. (2) The reactants are [CH3:1][C:2]1([C:5]([OH:7])=O)[CH2:4][CH2:3]1.[S:8]1[CH:12]=[CH:11][CH:10]=[C:9]1[CH2:13][CH2:14][NH2:15].C(N(CC)CC)C.CCN=C=NCCCN(C)C. The catalyst is C(Cl)Cl.CN(C1C=CN=CC=1)C. The product is [S:8]1[CH:12]=[CH:11][CH:10]=[C:9]1[CH2:13][CH2:14][NH:15][C:5]([C:2]1([CH3:1])[CH2:4][CH2:3]1)=[O:7]. The yield is 0.850. (3) The catalyst is O. The product is [CH2:6]([C:10]1[CH:15]=[CH:14][C:13]([CH2:16][C:17]2[CH:22]=[C:21]([C:23]3[C:24]([NH2:29])=[N:25][CH:26]=[CH:27][CH:28]=3)[O:19][N:18]=2)=[CH:12][CH:11]=1)[CH2:7][CH2:8][CH3:9]. The reactants are O1CCCC1.[CH2:6]([C:10]1[CH:15]=[CH:14][C:13]([CH2:16][C:17](Cl)=[N:18][OH:19])=[CH:12][CH:11]=1)[CH2:7][CH2:8][CH3:9].[C:21]([C:23]1[C:24]([NH2:29])=[N:25][CH:26]=[CH:27][CH:28]=1)#[CH:22].C(N(CC)CC)C. The yield is 0.180. (4) The reactants are Br.Br[CH2:3][C:4]([C:6]1[CH:11]=[CH:10][N:9]=[CH:8][CH:7]=1)=O.[NH2:12][C:13](=[S:23])[CH2:14][NH:15][C:16](=[O:22])[O:17][C:18]([CH3:21])([CH3:20])[CH3:19].C(O)C. The catalyst is C(OCC)(=O)C. The product is [C:18]([O:17][C:16](=[O:22])[NH:15][CH2:14][C:13]1[S:23][C:4]([C:6]2[CH:11]=[CH:10][N:9]=[CH:8][CH:7]=2)=[CH:3][N:12]=1)([CH3:21])([CH3:19])[CH3:20]. The yield is 0.190. (5) The reactants are CN(C(ON1N=NC2C=CC=NC1=2)=[N+](C)C)C.F[P-](F)(F)(F)(F)F.[C:25]([O:29][C:30]([NH:32][C:33]1[C:34]([C:43]([OH:45])=O)=[CH:35][C:36]2[C:41]([CH:42]=1)=[CH:40][CH:39]=[CH:38][CH:37]=2)=[O:31])([CH3:28])([CH3:27])[CH3:26].Cl.[NH2:47][C@@H:48]([CH:53]1[CH2:58][CH2:57][CH2:56][CH2:55][CH2:54]1)[C:49]([O:51][CH3:52])=[O:50].C(N(C(C)C)CC)(C)C. The catalyst is CN(C=O)C.CCCCCC.C(OCC)(=O)C. The product is [CH:53]1([C@H:48]([NH:47][C:43]([C:34]2[C:33]([NH:32][C:30]([O:29][C:25]([CH3:26])([CH3:28])[CH3:27])=[O:31])=[CH:42][C:41]3[C:36](=[CH:37][CH:38]=[CH:39][CH:40]=3)[CH:35]=2)=[O:45])[C:49]([O:51][CH3:52])=[O:50])[CH2:58][CH2:57][CH2:56][CH2:55][CH2:54]1. The yield is 0.750. (6) The reactants are [Cl:1][C:2]1[CH:3]=[CH:4][C:5]([CH3:12])=[C:6]([CH:11]=1)[C:7]([NH:9][NH2:10])=[O:8].[N:13]([CH2:16][CH2:17][CH2:18][C:19]([C:21]1[CH:26]=[CH:25][CH:24]=[CH:23][CH:22]=1)=O)=[N+:14]=[N-:15].O.C1(C)C=CC(S(O)(=O)=O)=CC=1. The catalyst is C1(C)C=CC=CC=1.CCOC(C)=O. The product is [N:13]([CH2:16][CH2:17][CH2:18][C:19](=[N:10][NH:9][C:7](=[O:8])[C:6]1[CH:11]=[C:2]([Cl:1])[CH:3]=[CH:4][C:5]=1[CH3:12])[C:21]1[CH:26]=[CH:25][CH:24]=[CH:23][CH:22]=1)=[N+:14]=[N-:15]. The yield is 0.590. (7) The reactants are [Cl:1][C:2]1[CH:25]=[CH:24][CH:23]=[CH:22][C:3]=1[C:4]([NH:6][C:7]1[CH:12]=[CH:11][C:10]([S:13][C:14]2[N:19]=[C:18]([Cl:20])[CH:17]=[C:16](Cl)[N:15]=2)=[CH:9][CH:8]=1)=[O:5].[CH3:26][C:27]1[CH:28]=[C:29]([NH2:32])[NH:30][N:31]=1.[I-].[Na+].C(N(CC)C(C)C)(C)C. The catalyst is O.CN(C)C=O. The product is [Cl:1][C:2]1[CH:25]=[CH:24][CH:23]=[CH:22][C:3]=1[C:4]([NH:6][C:7]1[CH:12]=[CH:11][C:10]([S:13][C:14]2[N:19]=[C:18]([Cl:20])[CH:17]=[C:16]([NH:32][C:29]3[NH:30][N:31]=[C:27]([CH3:26])[CH:28]=3)[N:15]=2)=[CH:9][CH:8]=1)=[O:5]. The yield is 0.820. (8) The reactants are [Cl:1][C:2]1[CH:3]=[CH:4][C:5]([O:10][CH2:11][C:12]([N:14]2[CH2:19][C@H:18]([CH3:20])[N:17]([CH2:21][C:22]3[CH:27]=[CH:26][C:25]([F:28])=[CH:24][CH:23]=3)[CH2:16][C@H:15]2[CH3:29])=[O:13])=[C:6]([CH:9]=1)[CH2:7][NH2:8].N1C=CC=CC=1.[C:36]([NH:39][CH2:40][CH2:41][NH2:42])(=[O:38])[CH3:37].[CH3:43][OH:44]. The catalyst is C(Cl)Cl. The product is [Cl:1][C:2]1[CH:3]=[CH:4][C:5]([O:10][CH2:11][C:12]([N:14]2[CH2:19][CH:18]([CH3:20])[N:17]([CH2:21][C:22]3[CH:23]=[CH:24][C:25]([F:28])=[CH:26][CH:27]=3)[CH2:16][CH:15]2[CH3:29])=[O:13])=[C:6]([CH:9]=1)[CH2:7][NH:8][C:43](=[O:44])[NH:42][CH2:41][CH2:40][NH:39][C:36](=[O:38])[CH3:37]. The yield is 0.270.